Dataset: Full USPTO retrosynthesis dataset with 1.9M reactions from patents (1976-2016). Task: Predict the reactants needed to synthesize the given product. Given the product [C:24]([C:17]1([NH:16][C:14](=[O:15])[CH:13]([NH:12][C:2]2[N:7]=[C:6]([C:8]([F:11])([F:10])[F:9])[CH:5]=[CH:4][N:3]=2)[CH2:26][CH:27]2[CH2:28][CH2:29][CH2:30][CH2:31][CH2:32]2)[CH2:18][CH2:19][N:20]([CH3:23])[CH2:21][CH2:22]1)#[N:25], predict the reactants needed to synthesize it. The reactants are: Cl[C:2]1[N:7]=[C:6]([C:8]([F:11])([F:10])[F:9])[CH:5]=[CH:4][N:3]=1.[NH2:12][CH:13]([CH2:26][CH:27]1[CH2:32][CH2:31][CH2:30][CH2:29][CH2:28]1)[C:14]([NH:16][C:17]1([C:24]#[N:25])[CH2:22][CH2:21][N:20]([CH3:23])[CH2:19][CH2:18]1)=[O:15].